Dataset: Forward reaction prediction with 1.9M reactions from USPTO patents (1976-2016). Task: Predict the product of the given reaction. (1) Given the reactants [Br:1][C:2]1[CH:7]=[CH:6][C:5]([C:8]2(O)[CH2:13][CH2:12][N:11]([S:14]([CH3:17])(=[O:16])=[O:15])[CH2:10][CH2:9]2)=[CH:4][CH:3]=1.C1(C)C=CC(S(O)(=O)=O)=CC=1, predict the reaction product. The product is: [Br:1][C:2]1[CH:7]=[CH:6][C:5]([C:8]2[CH2:13][CH2:12][N:11]([S:14]([CH3:17])(=[O:16])=[O:15])[CH2:10][CH:9]=2)=[CH:4][CH:3]=1. (2) Given the reactants [NH:1]1[C:5]2[CH:6]=[CH:7][C:8]([NH2:10])=[CH:9][C:4]=2[N:3]=[CH:2]1.[N:11]1[O:15][N:14]=[C:13]2[CH:16]=[C:17]([CH:20]=O)[CH:18]=[CH:19][C:12]=12.C([O:24][C:25](=O)[C:26](=[O:31])[CH2:27][C:28](=[O:30])[CH3:29])C, predict the reaction product. The product is: [C:28]([C:27]1[CH:20]([C:17]2[CH:18]=[CH:19][C:12]3=[N:11][O:15][N:14]=[C:13]3[CH:16]=2)[N:10]([C:8]2[CH:7]=[CH:6][C:5]3[NH:1][CH:2]=[N:3][C:4]=3[CH:9]=2)[C:25](=[O:24])[C:26]=1[OH:31])(=[O:30])[CH3:29]. (3) Given the reactants C[Si]([N-:5][Si](C)(C)C)(C)C.[Li+].[F:11][C:12]1[CH:13]=[C:14]([CH:17]=[CH:18][CH:19]=1)[C:15]#[N:16].Cl.[OH-].[Na+], predict the reaction product. The product is: [F:11][C:12]1[CH:13]=[C:14]([CH:17]=[CH:18][CH:19]=1)[C:15]([NH2:5])=[NH:16]. (4) Given the reactants [CH3:1][C:2]([Si:5](Cl)([CH3:7])[CH3:6])([CH3:4])[CH3:3].[C:9]([NH:12][NH:13][C:14](=[O:30])[C@H:15]([NH:19][C:20]1[CH:25]=[CH:24][C:23]([C:26]#[N:27])=[C:22]([Cl:28])[C:21]=1[CH3:29])[C@@H:16]([OH:18])[CH3:17])(=O)[CH3:10].N1C=CN=C1.CCN(CC)CC.C1C=CC(P(C2C=CC=CC=2)C2C=CC=CC=2)=CC=1, predict the reaction product. The product is: [Si:5]([O:18][C@@H:16]([CH3:17])[C@@H:15]([NH:19][C:20]1[CH:25]=[CH:24][C:23]([C:26]#[N:27])=[C:22]([Cl:28])[C:21]=1[CH3:29])[C:14]1[O:30][C:9]([CH3:10])=[N:12][N:13]=1)([C:2]([CH3:4])([CH3:3])[CH3:1])([CH3:7])[CH3:6]. (5) Given the reactants [C:1]1([S:7]([N:10]2[C:14]3=[N:15][CH:16]=[CH:17][CH:18]=[C:13]3[CH:12]=[C:11]2[CH:19]([OH:26])[CH2:20][CH:21]2[CH2:25][CH2:24][CH2:23][O:22]2)(=[O:9])=[O:8])[CH:6]=[CH:5][CH:4]=[CH:3][CH:2]=1.CC(OI1(OC(C)=O)(OC(C)=O)OC(=O)C2C=CC=CC1=2)=O, predict the reaction product. The product is: [C:1]1([S:7]([N:10]2[C:14]3=[N:15][CH:16]=[CH:17][CH:18]=[C:13]3[CH:12]=[C:11]2[C:19](=[O:26])[CH2:20][CH:21]2[CH2:25][CH2:24][CH2:23][O:22]2)(=[O:9])=[O:8])[CH:2]=[CH:3][CH:4]=[CH:5][CH:6]=1. (6) Given the reactants [F:1][C:2]1[CH:11]=[CH:10][C:5]([C:6]([O:8]C)=[O:7])=[CH:4][C:3]=1[NH:12][C:13]([C:15]1[N:19]2[CH:20]=[CH:21][CH:22]=[CH:23][C:18]2=[N:17][CH:16]=1)=[O:14].O[Li].O.Cl, predict the reaction product. The product is: [F:1][C:2]1[CH:11]=[CH:10][C:5]([C:6]([OH:8])=[O:7])=[CH:4][C:3]=1[NH:12][C:13]([C:15]1[N:19]2[CH:20]=[CH:21][CH:22]=[CH:23][C:18]2=[N:17][CH:16]=1)=[O:14].